From a dataset of Full USPTO retrosynthesis dataset with 1.9M reactions from patents (1976-2016). Predict the reactants needed to synthesize the given product. Given the product [CH2:1]([N:8]1[CH:14]([CH3:15])[CH2:13][CH2:12][O:11][CH2:10][CH2:9]1)[C:2]1[CH:3]=[CH:4][CH:5]=[CH:6][CH:7]=1, predict the reactants needed to synthesize it. The reactants are: [CH2:1]([N:8]1[CH:14]([CH3:15])[CH2:13][CH2:12][O:11][CH2:10][C:9]1=O)[C:2]1[CH:7]=[CH:6][CH:5]=[CH:4][CH:3]=1.